Predict the reaction yield, written as a fraction of the theoretical maximum amount of product (1.0 means a 100% yield; for example, 0.34 means a 34% yield). From a dataset of Reaction yield outcomes from USPTO patents with 853,638 reactions. The reactants are [CH3:1][O:2][C:3]1[C:4]([NH:14][C:15](=[O:19])OCC)=[N:5][C:6]2[C:11]([N:12]=1)=[CH:10][C:9]([CH3:13])=[CH:8][CH:7]=2.[CH3:20][O:21][C:22]1[CH:23]=[C:24]([N:28]2[CH2:33][CH2:32][NH:31][CH2:30][CH2:29]2)[CH:25]=[CH:26][CH:27]=1. No catalyst specified. The product is [CH3:1][O:2][C:3]1[C:4]([NH:14][C:15]([N:31]2[CH2:30][CH2:29][N:28]([C:24]3[CH:25]=[CH:26][CH:27]=[C:22]([O:21][CH3:20])[CH:23]=3)[CH2:33][CH2:32]2)=[O:19])=[N:5][C:6]2[C:11]([N:12]=1)=[CH:10][C:9]([CH3:13])=[CH:8][CH:7]=2. The yield is 0.890.